This data is from Reaction yield outcomes from USPTO patents with 853,638 reactions. The task is: Predict the reaction yield, written as a fraction of the theoretical maximum amount of product (1.0 means a 100% yield; for example, 0.34 means a 34% yield). (1) The reactants are [Br:1][C:2]1[CH:3]=[C:4]2[C:9](=[CH:10][CH:11]=1)[O:8][C:7]1([CH3:17])[CH2:12][O:13][CH2:14][C:15](=C)[CH:6]1[CH2:5]2.[O:18]=[O+][O-].CSC. The catalyst is C(Cl)Cl. The product is [Br:1][C:2]1[CH:3]=[C:4]2[C:9](=[CH:10][CH:11]=1)[O:8][C:7]1([CH3:17])[CH2:12][O:13][CH2:14][C:15](=[O:18])[CH:6]1[CH2:5]2. The yield is 0.700. (2) The reactants are C[Al](C)C.[F:5][C:6]([F:13])([C:9]([F:12])([F:11])[F:10])[CH2:7][NH2:8].C[O:15][C:16](=O)[C:17]1[CH:22]=[CH:21][C:20]([O:23][CH2:24][C:25]2[C:26]([C:32]3[CH:37]=[CH:36][C:35]([F:38])=[CH:34][CH:33]=3)=[N:27][O:28][C:29]=2[CH2:30][OH:31])=[N:19][CH:18]=1. The catalyst is O1CCOCC1. The product is [F:38][C:35]1[CH:36]=[CH:37][C:32]([C:26]2[C:25]([CH2:24][O:23][C:20]3[CH:21]=[CH:22][C:17]([C:16]([NH:8][CH2:7][C:6]([F:13])([F:5])[C:9]([F:12])([F:11])[F:10])=[O:15])=[CH:18][N:19]=3)=[C:29]([CH2:30][OH:31])[O:28][N:27]=2)=[CH:33][CH:34]=1. The yield is 0.770. (3) The product is [OH:2][CH:3]1[C:21]2[C:12](=[CH:13][CH:14]=[C:15]([C:16]([O:18][CH3:19])=[O:17])[CH:20]=2)[NH:11][CH:10]([C:9]2[CH:22]=[CH:23][CH:24]=[C:7]([O:6][C:4]([CH3:5])([CH3:25])[C:3]([O:2][CH3:1])=[O:26])[CH:8]=2)[C:4]1([CH3:25])[CH3:5]. The catalyst is O1CCCC1.FC(F)(F)S([O-])(=O)=O.[Y+3].FC(F)(F)S([O-])(=O)=O.FC(F)(F)S([O-])(=O)=O. The yield is 0.480. The reactants are [CH3:1][O:2][C:3](=[O:26])[C:4]([CH3:25])([O:6][C:7]1[CH:8]=[C:9]([CH:22]=[CH:23][CH:24]=1)/[CH:10]=[N:11]/[C:12]1[CH:21]=[CH:20][C:15]([C:16]([O:18][CH3:19])=[O:17])=[CH:14][CH:13]=1)[CH3:5]. (4) The reactants are CO[CH:3](OC)[C:4](=[N:7][OH:8])[C:5]#[N:6].[OH:11][CH2:12][CH2:13][NH:14][NH2:15].O.[S:17](=[O:21])(=[O:20])([OH:19])[OH:18]. The catalyst is CO. The product is [S:17]([OH:21])([OH:20])(=[O:19])=[O:18].[NH2:6][C:5]1[N:14]([CH2:13][CH2:12][OH:11])[N:15]=[CH:3][C:4]=1[N:7]=[O:8]. The yield is 0.882. (5) The reactants are [CH3:1][C:2]1[CH:7]=[C:6]([B:8]2[O:12][C:11]([CH3:14])([CH3:13])[C:10]([CH3:16])([CH3:15])[O:9]2)[CH:5]=[C:4]([NH2:17])[C:3]=1[NH2:18].[N:19]#[C:20]Br. The catalyst is CO. The product is [CH3:1][C:2]1[C:3]2[NH:18][C:20]([NH2:19])=[N:17][C:4]=2[CH:5]=[C:6]([B:8]2[O:12][C:11]([CH3:14])([CH3:13])[C:10]([CH3:16])([CH3:15])[O:9]2)[CH:7]=1. The yield is 1.00. (6) The reactants are [CH3:1][N:2]([CH3:21])[C:3]1[CH:8]=[CH:7][C:6]([NH:9][C:10]2[O:11][CH2:12][C:13](=[O:20])[C:14]=2[C:15]([O:17][CH2:18][CH3:19])=[O:16])=[CH:5][CH:4]=1.[NH:22]1[C:30]2[C:25](=[CH:26][CH:27]=[CH:28][N:29]=2)[C:24]([CH:31]=O)=[CH:23]1.[ClH:33]. The catalyst is C(O)C. The product is [ClH:33].[NH:22]1[C:30]2=[N:29][CH:28]=[CH:27][CH:26]=[C:25]2[C:24]([CH:31]=[C:12]2[O:11][C:10]([NH:9][C:6]3[CH:7]=[CH:8][C:3]([N:2]([CH3:1])[CH3:21])=[CH:4][CH:5]=3)=[C:14]([C:15]([O:17][CH2:18][CH3:19])=[O:16])[C:13]2=[O:20])=[CH:23]1. The yield is 0.350.